Dataset: Forward reaction prediction with 1.9M reactions from USPTO patents (1976-2016). Task: Predict the product of the given reaction. (1) Given the reactants [CH3:1][C:2]1([CH3:12])[O:6][C:5](=[CH:7][C:8](Cl)=[O:9])[C:4](=[O:11])[O:3]1.[F:13][C:14]1[CH:26]=[CH:25][C:17]([CH2:18][NH:19][O:20][CH2:21][CH:22]([CH3:24])[CH3:23])=[CH:16][CH:15]=1, predict the reaction product. The product is: [CH3:1][C:2]1([CH3:12])[O:6][C:5](=[CH:7][C:8]([N:19]([CH2:18][C:17]2[CH:16]=[CH:15][C:14]([F:13])=[CH:26][CH:25]=2)[O:20][CH2:21][CH:22]([CH3:24])[CH3:23])=[O:9])[C:4](=[O:11])[O:3]1. (2) Given the reactants [F:1][C:2]1[CH:21]=[CH:20][CH:19]=[CH:18][C:3]=1[CH2:4][N:5]1[C:9]([C:10]2[CH:14]=[CH:13][O:12][N:11]=2)=[CH:8][C:7]([C:15](=[NH:17])[NH2:16])=[N:6]1.[F:22][CH:23]([C:29](OCC)=[O:30])[C:24](OCC)=[O:25].C1CCN2C(=NCCC2)CC1, predict the reaction product. The product is: [F:22][C:23]1[C:24](=[O:25])[NH:17][C:15]([C:7]2[CH:8]=[C:9]([C:10]3[CH:14]=[CH:13][O:12][N:11]=3)[N:5]([CH2:4][C:3]3[CH:18]=[CH:19][CH:20]=[CH:21][C:2]=3[F:1])[N:6]=2)=[N:16][C:29]=1[OH:30]. (3) Given the reactants [Br:1][C:2]1[C:7]([F:8])=[CH:6][C:5]([OH:9])=[C:4]([F:10])[CH:3]=1.N(C(OC(C)(C)C)=O)=NC(OC(C)(C)C)=O.C1(P(C2C=CC=CC=2)C2C=CC=CC=2)C=CC=CC=1.[CH3:46][S:47][CH2:48][CH2:49][CH2:50]O, predict the reaction product. The product is: [Br:1][C:2]1[CH:3]=[C:4]([F:10])[C:5]([O:9][CH2:50][CH2:49][CH2:48][S:47][CH3:46])=[CH:6][C:7]=1[F:8]. (4) Given the reactants Cl[C:2]1[C:3]2[C:4](=[CH:16][N:17](CC3C=CC(OC)=CC=3)[N:18]=2)[N:5]=[C:6]([C:8]2[CH:13]=[CH:12][CH:11]=[C:10]([O:14][CH3:15])[CH:9]=2)[N:7]=1.[NH2:28][C:29]1[CH:34]=[CH:33][C:32]([C:35]([N:37]2[CH2:41][CH2:40][CH2:39][CH2:38]2)=O)=[CH:31][CH:30]=1.Cl, predict the reaction product. The product is: [CH3:15][O:14][C:10]1[CH:9]=[C:8]([C:6]2[N:7]=[C:2]([NH:28][C:29]3[CH:30]=[CH:31][C:32]([CH2:35][N:37]4[CH2:41][CH2:40][CH2:39][CH2:38]4)=[CH:33][CH:34]=3)[C:3]3[NH:18][N:17]=[CH:16][C:4]=3[N:5]=2)[CH:13]=[CH:12][CH:11]=1.